The task is: Predict the reaction yield, written as a fraction of the theoretical maximum amount of product (1.0 means a 100% yield; for example, 0.34 means a 34% yield).. This data is from Reaction yield outcomes from USPTO patents with 853,638 reactions. (1) The reactants are [F:1][C:2]1[CH:7]=[C:6]([N+:8]([O-])=O)[CH:5]=[C:4]([F:11])[C:3]=1[Si:12]([CH3:15])([CH3:14])[CH3:13]. The catalyst is CO.[C].[Pd]. The product is [F:1][C:2]1[CH:7]=[C:6]([CH:5]=[C:4]([F:11])[C:3]=1[Si:12]([CH3:14])([CH3:13])[CH3:15])[NH2:8]. The yield is 0.820. (2) The reactants are F[C:2]1[CH:17]=[C:16]([C:18]([F:21])([F:20])[F:19])[CH:15]=[CH:14][C:3]=1[C:4]([NH:6][C:7]1[CH:12]=[CH:11][NH:10][C:9](=[O:13])[CH:8]=1)=[O:5].[F:22][C:23]1[CH:28]=[CH:27][C:26]([OH:29])=[C:25]([CH3:30])[CH:24]=1.C([O-])([O-])=O.[Cs+].[Cs+].CN(C=O)C. The catalyst is O. The product is [F:22][C:23]1[CH:28]=[CH:27][C:26]([O:29][C:2]2[CH:17]=[C:16]([C:18]([F:21])([F:20])[F:19])[CH:15]=[CH:14][C:3]=2[C:4]([NH:6][C:7]2[CH:12]=[CH:11][NH:10][C:9](=[O:13])[CH:8]=2)=[O:5])=[C:25]([CH3:30])[CH:24]=1. The yield is 0.700. (3) The reactants are [O:1]([C:8]1[CH:13]=[CH:12][C:11]([NH:14][C:15]2[C:24]3[C:19](=[CH:20][C:21](I)=[CH:22][CH:23]=3)[N:18]=[CH:17][CH:16]=2)=[CH:10][CH:9]=1)[C:2]1[CH:7]=[CH:6][CH:5]=[CH:4][CH:3]=1.C([Sn](CCCC)(CCCC)[C:31]1[N:32]=[C:33]([CH:36]=[O:37])[S:34][CH:35]=1)CCC. The catalyst is O1CCOCC1.Cl[Pd](Cl)([P](C1C=CC=CC=1)(C1C=CC=CC=1)C1C=CC=CC=1)[P](C1C=CC=CC=1)(C1C=CC=CC=1)C1C=CC=CC=1. The product is [O:1]([C:8]1[CH:13]=[CH:12][C:11]([NH:14][C:15]2[C:24]3[C:19](=[CH:20][C:21]([C:31]4[N:32]=[C:33]([CH:36]=[O:37])[S:34][CH:35]=4)=[CH:22][CH:23]=3)[N:18]=[CH:17][CH:16]=2)=[CH:10][CH:9]=1)[C:2]1[CH:7]=[CH:6][CH:5]=[CH:4][CH:3]=1. The yield is 0.440. (4) The reactants are [Br:1][C:2]1[C:3]([CH:17]2[CH2:19][CH2:18]2)=[N:4][C:5]([N:10]2[CH2:15][CH2:14][NH:13][C@H:12]([CH3:16])[CH2:11]2)=[C:6]([CH:9]=1)[C:7]#N.[OH-:20].[Na+].[CH3:22][OH:23]. No catalyst specified. The product is [Br:1][C:2]1[C:3]([CH:17]2[CH2:19][CH2:18]2)=[N:4][C:5]([N:10]2[CH2:15][CH2:14][NH:13][C@H:12]([CH3:16])[CH2:11]2)=[C:6]([CH:9]=1)[C:7]([O:23][CH3:22])=[O:20]. The yield is 0.500. (5) The reactants are Br[CH2:2][CH2:3][CH:4]1[CH2:9][O:8][C:7]([CH3:11])([CH3:10])[O:6][CH2:5]1.[NH:12]1[CH:19]=[CH:18][C:16](=[O:17])[NH:15][C:13]1=[O:14].C(=O)([O-])[O-].[K+].[K+]. The catalyst is CN(C=O)C. The product is [CH3:10][C:7]1([CH3:11])[O:8][CH2:9][CH:4]([CH2:3][CH2:2][N:12]2[CH:19]=[CH:18][C:16](=[O:17])[NH:15][C:13]2=[O:14])[CH2:5][O:6]1. The yield is 0.252. (6) The reactants are [N:1]1[CH:6]=[C:5]([CH2:7][C:8]2[C:9](=[O:15])[NH:10][C:11](=[S:14])[NH:12][CH:13]=2)[CH:4]=[N:3][CH:2]=1.[CH3:16]CN(C(C)C)C(C)C.Cl[CH2:26][C:27]1[CH:28]=[CH:29][C:30]([O:35][C:36]2[CH:41]=[CH:40][CH:39]=[C:38]([C:42]([F:45])([F:44])[F:43])[CH:37]=2)=[C:31]([CH:34]=1)[C:32]#[N:33].CI. The catalyst is C(Cl)Cl.[Zn+2].[Br-].[Br-].CN1C(=O)CCC1. The product is [CH3:16][N:12]1[CH:13]=[C:8]([CH2:7][C:5]2[CH:6]=[N:1][CH:2]=[N:3][CH:4]=2)[C:9](=[O:15])[N:10]=[C:11]1[S:14][CH2:26][C:27]1[CH:28]=[CH:29][C:30]([O:35][C:36]2[CH:41]=[CH:40][CH:39]=[C:38]([C:42]([F:45])([F:44])[F:43])[CH:37]=2)=[C:31]([CH:34]=1)[C:32]#[N:33]. The yield is 0.0801. (7) The reactants are [CH2:1]([S:3]([N:6]1[CH2:11][CH2:10][CH:9]([C:12]2[C:20]3[C:15](=[C:16]([C:29]([NH2:31])=[O:30])[CH:17]=[C:18]([C:21]4[CH:26]=[CH:25][CH:24]=[C:23]([CH2:27][OH:28])[CH:22]=4)[CH:19]=3)[NH:14][CH:13]=2)[CH2:8][CH2:7]1)(=[O:5])=[O:4])[CH3:2]. The catalyst is C1COCC1.O=[Mn]=O. The product is [CH2:1]([S:3]([N:6]1[CH2:11][CH2:10][CH:9]([C:12]2[C:20]3[C:15](=[C:16]([C:29]([NH2:31])=[O:30])[CH:17]=[C:18]([C:21]4[CH:26]=[CH:25][CH:24]=[C:23]([CH:27]=[O:28])[CH:22]=4)[CH:19]=3)[NH:14][CH:13]=2)[CH2:8][CH2:7]1)(=[O:5])=[O:4])[CH3:2]. The yield is 0.980.